From a dataset of Reaction yield outcomes from USPTO patents with 853,638 reactions. Predict the reaction yield, written as a fraction of the theoretical maximum amount of product (1.0 means a 100% yield; for example, 0.34 means a 34% yield). The reactants are Cl.Cl[CH2:3][CH2:4][CH2:5][N:6]1[CH2:11][CH2:10][CH2:9][CH2:8][CH2:7]1.[CH2:12]([N:19]1[C:24](=[O:25])[C:23]([C:26]2[CH:31]=[CH:30][C:29]([O:32][C:33]3[C:42]4[C:37](=[CH:38][C:39]([OH:45])=[C:40]([O:43][CH3:44])[CH:41]=4)[N:36]=[CH:35][CH:34]=3)=[C:28]([F:46])[CH:27]=2)=[CH:22][N:21]=[CH:20]1)[C:13]1[CH:18]=[CH:17][CH:16]=[CH:15][CH:14]=1. No catalyst specified. The product is [CH2:12]([N:19]1[C:24](=[O:25])[C:23]([C:26]2[CH:31]=[CH:30][C:29]([O:32][C:33]3[C:42]4[C:37](=[CH:38][C:39]([O:45][CH2:3][CH2:4][CH2:5][N:6]5[CH2:11][CH2:10][CH2:9][CH2:8][CH2:7]5)=[C:40]([O:43][CH3:44])[CH:41]=4)[N:36]=[CH:35][CH:34]=3)=[C:28]([F:46])[CH:27]=2)=[CH:22][N:21]=[CH:20]1)[C:13]1[CH:18]=[CH:17][CH:16]=[CH:15][CH:14]=1. The yield is 0.360.